Dataset: Forward reaction prediction with 1.9M reactions from USPTO patents (1976-2016). Task: Predict the product of the given reaction. (1) Given the reactants [NH2:1][C:2]1[N:7]=[C:6](S(C)=O)[C:5]([C:11]2[CH:12]=[CH:13][C:14](=[O:20])[N:15]([CH:17]([CH3:19])[CH3:18])[N:16]=2)=[C:4]([C:21]2[CH:26]=[CH:25][CH:24]=[CH:23][CH:22]=2)[N:3]=1.[N:27]1[CH:32]=[CH:31][C:30]([CH2:33][NH2:34])=[CH:29][CH:28]=1, predict the reaction product. The product is: [NH2:1][C:2]1[N:3]=[C:4]([C:21]2[CH:26]=[CH:25][CH:24]=[CH:23][CH:22]=2)[C:5]([C:11]2[CH:12]=[CH:13][C:14](=[O:20])[N:15]([CH:17]([CH3:19])[CH3:18])[N:16]=2)=[C:6]([NH:34][CH2:33][C:30]2[CH:31]=[CH:32][N:27]=[CH:28][CH:29]=2)[N:7]=1. (2) The product is: [ClH:25].[CH3:21][C:2]([C:22]([NH2:24])=[O:23])([CH3:1])[NH:3][CH2:4][C:5]1[CH:10]=[C:9]([C:11]2[CH:16]=[CH:15][C:14]([C:17]([F:18])([F:20])[F:19])=[CH:13][CH:12]=2)[CH:8]=[CH:7][N:6]=1. Given the reactants [CH3:1][C:2]([C:22]([NH2:24])=[O:23])([CH3:21])[NH:3][CH2:4][C:5]1[CH:10]=[C:9]([C:11]2[CH:16]=[CH:15][C:14]([C:17]([F:20])([F:19])[F:18])=[CH:13][CH:12]=2)[CH:8]=[CH:7][N:6]=1.[ClH:25].C(O)(C)C, predict the reaction product. (3) The product is: [CH3:5][C:6]([CH3:39])([CH3:38])[CH:7]([C:14]1[CH:15]=[C:16]([CH:30]=[CH:31][C:32]=1[C:33]1[N:1]=[N:2][NH:3][CH:34]=1)[O:17][CH2:18][C:19]1[CH:28]=[CH:27][C:26]2[C:21](=[CH:22][CH:23]=[C:24]([F:29])[CH:25]=2)[N:20]=1)[C:8]1[CH:13]=[CH:12][CH:11]=[CH:10][CH:9]=1. Given the reactants [N-:1]=[N+:2]=[N-:3].[Na+].[CH3:5][C:6]([CH3:39])([CH3:38])[CH:7]([C:14]1[CH:15]=[C:16]([CH:30]=[CH:31][C:32]=1/[CH:33]=[CH:34]/[N+]([O-])=O)[O:17][CH2:18][C:19]1[CH:28]=[CH:27][C:26]2[C:21](=[CH:22][CH:23]=[C:24]([F:29])[CH:25]=2)[N:20]=1)[C:8]1[CH:13]=[CH:12][CH:11]=[CH:10][CH:9]=1.O, predict the reaction product. (4) Given the reactants [CH3:1][O:2][C:3]1[CH:12]=[C:11]2[C:6]([CH:7]=[CH:8][CH:9]=[C:10]2[CH:13]=[CH2:14])=[CH:5][CH:4]=1.[FH:15].F.F.C(N(CC)CC)C.[Br:25]N1C(=O)CCC1=O.N, predict the reaction product. The product is: [Br:25][CH2:14][CH:13]([C:10]1[C:11]2[C:6](=[CH:5][CH:4]=[C:3]([O:2][CH3:1])[CH:12]=2)[CH:7]=[CH:8][CH:9]=1)[F:15]. (5) Given the reactants [Br:1][C:2]1[CH:10]=[C:9]2[C:5]([CH2:6][CH2:7][C:8]2=O)=[C:4]([F:12])[CH:3]=1.C([SiH](CC)CC)C, predict the reaction product. The product is: [Br:1][C:2]1[CH:10]=[C:9]2[C:5]([CH2:6][CH2:7][CH2:8]2)=[C:4]([F:12])[CH:3]=1. (6) Given the reactants [Cl:1][C:2]1[N:3]=[C:4](Cl)[C:5]2[C:10]([I:11])=[CH:9][N:8]([S:12]([C:15]3[CH:21]=[CH:20][C:18]([CH3:19])=[CH:17][CH:16]=3)(=[O:14])=[O:13])[C:6]=2[N:7]=1.[CH2:23]([NH2:30])[C:24]1[CH:29]=[CH:28][CH:27]=[CH:26][CH:25]=1.CCN(C(C)C)C(C)C.C(O)CCC, predict the reaction product. The product is: [CH2:23]([NH:30][C:4]1[C:5]2[C:10]([I:11])=[CH:9][N:8]([S:12]([C:15]3[CH:21]=[CH:20][C:18]([CH3:19])=[CH:17][CH:16]=3)(=[O:14])=[O:13])[C:6]=2[N:7]=[C:2]([Cl:1])[N:3]=1)[C:24]1[CH:29]=[CH:28][CH:27]=[CH:26][CH:25]=1. (7) Given the reactants CCCC[N+](CCCC)(CCCC)CCCC.[F-].[CH3:19][O:20][C:21](=[O:66])[C:22]1[CH:27]=[C:26]([O:28][C:29]2[CH:34]=[CH:33][C:32]([NH:35][S:36]([C:39]3[CH:44]=[CH:43][C:42]([CH3:45])=[CH:41][CH:40]=3)(=[O:38])=[O:37])=[C:31]([C:46](C)(C)[O:47][SiH2]C(C)(C)C)[CH:30]=2)[CH:25]=[CH:24][C:23]=1[NH:55][S:56]([C:59]1[CH:64]=[CH:63][C:62]([CH3:65])=[CH:61][CH:60]=1)(=[O:58])=[O:57], predict the reaction product. The product is: [CH3:19][O:20][C:21](=[O:66])[C:22]1[CH:27]=[C:26]([O:28][C:29]2[CH:34]=[CH:33][C:32]([NH:35][S:36]([C:39]3[CH:40]=[CH:41][C:42]([CH3:45])=[CH:43][CH:44]=3)(=[O:37])=[O:38])=[C:31]([CH2:46][OH:47])[CH:30]=2)[CH:25]=[CH:24][C:23]=1[NH:55][S:56]([C:59]1[CH:60]=[CH:61][C:62]([CH3:65])=[CH:63][CH:64]=1)(=[O:58])=[O:57]. (8) Given the reactants C([CH:3]([CH2:21][CH2:22][CH2:23]C)[CH2:4]/[C:5](/C([O-])=O)=[C:6](\[CH2:10][CH:11]([CH2:16][CH3:17])[CH2:12][CH2:13][CH2:14][CH3:15])/[C:7]([O-:9])=[O:8])C.S(OS([O-])=O)([O-])=O.[Na+:32].[Na+].S([O-])([O-])=O.[S:38]([CH:42](CC([O-])=O)[C:43]([O-:45])=[O:44])([OH:41])(=[O:40])=[O:39].[CH2:50](O)[CH3:51], predict the reaction product. The product is: [CH2:50]([CH:4]([CH2:3][CH2:21][CH2:22][CH3:23])[CH2:5][C:6]([CH2:10][CH:11]([CH2:16][CH3:17])[CH2:12][CH2:13][CH2:14][CH3:15])([C:7]([O-:9])=[O:8])[CH:42]([S:38]([OH:41])(=[O:40])=[O:39])[C:43]([O-:45])=[O:44])[CH3:51].[Na+:32].[Na+:32]. (9) Given the reactants [CH3:1][O:2][C:3]1[CH:4]=[CH:5][C:6]2[NH:12][C:11](=[O:13])[N:10]([CH:14]3[CH2:19][CH2:18][NH:17][CH2:16][CH2:15]3)[CH2:9][CH2:8][C:7]=2[CH:20]=1.Cl[C:22]1[N:27]=[CH:26][N:25]=[C:24]([S:28][C:29]2[CH:38]=[C:37]([CH3:39])[C:32]3[NH:33][C:34](=[O:36])[O:35][C:31]=3[CH:30]=2)[CH:23]=1.C(=O)([O-])[O-].[K+].[K+], predict the reaction product. The product is: [CH3:1][O:2][C:3]1[CH:4]=[CH:5][C:6]2[NH:12][C:11](=[O:13])[N:10]([CH:14]3[CH2:19][CH2:18][N:17]([C:22]4[CH:23]=[C:24]([S:28][C:29]5[CH:38]=[C:37]([CH3:39])[C:32]6[NH:33][C:34](=[O:36])[O:35][C:31]=6[CH:30]=5)[N:25]=[CH:26][N:27]=4)[CH2:16][CH2:15]3)[CH2:9][CH2:8][C:7]=2[CH:20]=1. (10) Given the reactants [N:1]1[CH:6]=[CH:5][C:4]([C:7]2[CH:15]=[CH:14][CH:13]=[C:12]3[C:8]=2[CH2:9][C:10](=[O:16])[NH:11]3)=[CH:3][CH:2]=1.[CH:17]([C:19]1[NH:23][C:22]([CH3:24])=[C:21]([CH2:25][C:26]([OH:28])=[O:27])[C:20]=1[CH3:29])=O, predict the reaction product. The product is: [CH3:24][C:22]1[NH:23][C:19]([CH:17]=[C:9]2[C:8]3[C:12](=[CH:13][CH:14]=[CH:15][C:7]=3[C:4]3[CH:5]=[CH:6][N:1]=[CH:2][CH:3]=3)[NH:11][C:10]2=[O:16])=[C:20]([CH3:29])[C:21]=1[CH2:25][C:26]([OH:28])=[O:27].